Dataset: Full USPTO retrosynthesis dataset with 1.9M reactions from patents (1976-2016). Task: Predict the reactants needed to synthesize the given product. (1) Given the product [CH:1]1([N:5]2[C:9]3=[N:10][CH:11]=[N:12][C:13]([NH2:14])=[C:8]3[C:7]([C:26]3[CH:25]=[C:24]4[C:29]([CH:30]=[CH:31][C:22]([C:16]5[CH:21]=[CH:20][CH:19]=[CH:18][CH:17]=5)=[N:23]4)=[CH:28][CH:27]=3)=[N:6]2)[CH2:4][CH2:3][CH2:2]1, predict the reactants needed to synthesize it. The reactants are: [CH:1]1([N:5]2[C:9]3=[N:10][CH:11]=[N:12][C:13]([NH2:14])=[C:8]3[C:7](I)=[N:6]2)[CH2:4][CH2:3][CH2:2]1.[C:16]1([C:22]2[CH:31]=[CH:30][C:29]3[C:24](=[CH:25][C:26](B4OC(C)(C)C(C)(C)O4)=[CH:27][CH:28]=3)[N:23]=2)[CH:21]=[CH:20][CH:19]=[CH:18][CH:17]=1.C([O-])([O-])=O.[Na+].[Na+].O. (2) Given the product [OH:4][C:3]1[C:2]([CH3:1])=[C:8]([C:10]([F:13])([F:12])[F:11])[N:17]=[CH:15][N:16]=1, predict the reactants needed to synthesize it. The reactants are: [CH3:1][CH:2]([C:8]([C:10]([F:13])([F:12])[F:11])=O)[C:3](OCC)=[O:4].Cl.[CH:15]([NH2:17])=[NH:16].C[O-].[Na+].O. (3) Given the product [O-:27][S:25]([C:28]([F:31])([F:30])[F:29])(=[O:26])=[O:24].[Br:6][C:7]1[C:12]([F:13])=[CH:11][C:10]([C+:14]2[CH2:15][CH2:19][CH2:20][CH2:21][S:25]2)=[CH:9][C:8]=1[F:23], predict the reactants needed to synthesize it. The reactants are: C(O)(O)CC.[Br:6][C:7]1[C:12]([F:13])=[CH:11][C:10]([C:14]2C=[CH:21][CH:20]=[CH:19][C:15]=2C(Cl)=O)=[CH:9][C:8]=1[F:23].[OH:24][S:25]([C:28]([F:31])([F:30])[F:29])(=[O:27])=[O:26].C(OC(=O)C)(=O)C. (4) The reactants are: [Cl:1][C:2]1[C:10]2[N:9]=[N:8][N:7]([CH2:11][CH:12]3[CH2:14][CH2:13]3)[C:6]=2[CH:5]=[CH:4][C:3]=1[C:15]#[C:16][Si](C)(C)C.C(=O)([O-])[O-].[K+].[K+]. Given the product [Cl:1][C:2]1[C:10]2[N:9]=[N:8][N:7]([CH2:11][CH:12]3[CH2:13][CH2:14]3)[C:6]=2[CH:5]=[CH:4][C:3]=1[C:15]#[CH:16], predict the reactants needed to synthesize it. (5) Given the product [N:19]1([C:17]([C@@H:13]2[CH2:14][CH2:15][CH2:16][N:11]([C:7]3[N:8]=[C:9]4[NH:10][C:24]([C:26]5[N:31]=[C:30]([C:32]([O:34][CH3:35])=[O:33])[CH:29]=[CH:28][CH:27]=5)=[N:3][C:4]4=[CH:5][CH:6]=3)[CH2:12]2)=[O:18])[CH2:23][CH2:22][CH2:21][CH2:20]1, predict the reactants needed to synthesize it. The reactants are: Cl.Cl.[NH2:3][C:4]1[CH:5]=[CH:6][C:7]([N:11]2[CH2:16][CH2:15][CH2:14][C@@H:13]([C:17]([N:19]3[CH2:23][CH2:22][CH2:21][CH2:20]3)=[O:18])[CH2:12]2)=[N:8][C:9]=1[NH2:10].[CH:24]([C:26]1[N:31]=[C:30]([C:32]([O:34][CH3:35])=[O:33])[CH:29]=[CH:28][CH:27]=1)=O. (6) Given the product [C:7]([C:11]1[N:12]=[C:13]([NH:16]/[C:17](/[S:18][CH3:1])=[N:4]/[C:5]#[N:6])[S:14][CH:15]=1)([CH3:10])([CH3:8])[CH3:9], predict the reactants needed to synthesize it. The reactants are: [CH3:1][O-].[Na+].[N:4]#[C:5][NH2:6].[C:7]([C:11]1[N:12]=[C:13]([N:16]=[C:17]=[S:18])[S:14][CH:15]=1)([CH3:10])([CH3:9])[CH3:8].CI. (7) Given the product [CH3:1][N:2]([CH3:27])[C:3]1[CH:8]=[CH:7][C:6]([NH:9][C:24]([C:22]2[O:23][C:19]([C:17]#[N:18])=[CH:20][CH:21]=2)=[O:25])=[C:5]([N:11]2[CH2:16][CH2:15][CH2:14][CH2:13][CH2:12]2)[CH:4]=1, predict the reactants needed to synthesize it. The reactants are: [CH3:1][NH:2][C:3]1[CH:8]=[CH:7][C:6]([NH:9]C)=[C:5]([N:11]2[CH2:16][CH2:15][CH2:14][CH2:13][CH2:12]2)[CH:4]=1.[C:17]([C:19]1[O:23][C:22]([C:24](Cl)=[O:25])=[CH:21][CH:20]=1)#[N:18].[CH3:27]CN(C(C)C)C(C)C. (8) Given the product [C:1]([C:5]1[C:9]([CH2:10][N:37]([CH3:38])[CH3:36])=[CH:8][N:7]([C:12]2[CH:17]=[CH:16][N:15]=[C:14]([NH:18][C:19]3[C:20]([O:34][CH3:35])=[CH:21][C:22]([N:28]4[CH2:29][CH2:30][O:31][CH2:32][CH2:33]4)=[C:23]([NH:25][C:20](=[O:34])[CH:19]=[CH2:24])[CH:24]=3)[N:13]=2)[N:6]=1)([CH3:2])([CH3:4])[CH3:3], predict the reactants needed to synthesize it. The reactants are: [C:1]([C:5]1[C:9]([CH:10]=O)=[CH:8][N:7]([C:12]2[CH:17]=[CH:16][N:15]=[C:14]([NH:18][C:19]3[CH:24]=[C:23]([N+:25]([O-])=O)[C:22]([N:28]4[CH2:33][CH2:32][O:31][CH2:30][CH2:29]4)=[CH:21][C:20]=3[O:34][CH3:35])[N:13]=2)[N:6]=1)([CH3:4])([CH3:3])[CH3:2].[CH3:36][NH:37][CH3:38]. (9) Given the product [CH3:10][C@H:11]1[O:16][C@@H:15]([CH3:17])[CH2:14][N:13]([C:18]2[S:19][C:20]([C:25]3[CH:26]=[C:27]([CH3:32])[N:28]=[C:29]([CH3:31])[CH:30]=3)=[C:21]([CH2:2][NH:3][C:39]([C:37]3[O:36][N:35]=[C:34]([CH3:33])[CH:38]=3)=[O:40])[N:22]=2)[CH2:12]1, predict the reactants needed to synthesize it. The reactants are: C[CH2:2][N:3](C(C)C)C(C)C.[CH3:10][C@H:11]1[O:16][C@@H:15]([CH3:17])[CH2:14][N:13]([C:18]2[S:19][C:20]([C:25]3[CH:30]=[C:29]([CH3:31])[N:28]=[C:27]([CH3:32])[CH:26]=3)=[C:21](NC)[N:22]=2)[CH2:12]1.[CH3:33][C:34]1[CH:38]=[C:37]([C:39](Cl)=[O:40])[O:36][N:35]=1. (10) Given the product [NH2:21][C:20]1[N:22]=[C:23]([S:24][CH3:26])[C:8]([C:9]#[N:10])=[C:6]([C:1]2[S:5][CH:4]=[CH:3][CH:2]=2)[N:19]=1, predict the reactants needed to synthesize it. The reactants are: [C:1]1([C:6]([CH2:8][C:9]#[N:10])=O)[S:5][CH:4]=[CH:3][CH:2]=1.[H-].[Na+].CI.[N+]([O-])(O)=O.[NH2:19][C:20]([NH2:22])=[NH:21].[CH3:23][S:24]([CH3:26])=O.